From a dataset of Reaction yield outcomes from USPTO patents with 853,638 reactions. Predict the reaction yield, written as a fraction of the theoretical maximum amount of product (1.0 means a 100% yield; for example, 0.34 means a 34% yield). (1) The reactants are [N:1]1[C:5]2[CH:6]=[CH:7][C:8]([C:10]([OH:12])=O)=[CH:9][C:4]=2[NH:3][CH:2]=1.[CH3:13][NH2:14]. The yield is 0.670. No catalyst specified. The product is [CH3:13][NH:14][C:10]([C:8]1[CH:7]=[CH:6][C:5]2[NH:1][CH:2]=[N:3][C:4]=2[CH:9]=1)=[O:12]. (2) The reactants are [CH:1]([C@H:4]1[C@@H:8]2[C@@H:9]3[C@@:22]([CH3:25])([CH2:23][CH2:24][C@@:7]2([C:45](=[O:58])[NH:46][CH2:47][CH2:48][C:49](=[O:57])[O:50]CC[Si](C)(C)C)[CH2:6][CH2:5]1)[C@@:21]1([CH3:26])[C@@H:12]([C@:13]2([CH3:44])[C@@H:18]([CH2:19][CH2:20]1)[C:17]([CH3:28])([CH3:27])[CH:16]([C:29]1[CH:43]=[CH:42][C:32]([C:33]([O:35]CC[Si](C)(C)C)=[O:34])=[CH:31][CH:30]=1)[CH2:15][CH2:14]2)[CH2:11][CH2:10]3)([CH3:3])[CH3:2].CCCC[N+](CCCC)(CCCC)CCCC.[F-]. The catalyst is C1COCC1. The product is [C:49]([CH2:48][CH2:47][NH:46][C:45]([C@:7]12[CH2:6][CH2:5][C@@H:4]([CH:1]([CH3:3])[CH3:2])[C@@H:8]1[C@@H:9]1[C@@:22]([CH3:25])([CH2:23][CH2:24]2)[C@@:21]2([CH3:26])[C@@H:12]([C@:13]3([CH3:44])[C@@H:18]([CH2:19][CH2:20]2)[C:17]([CH3:28])([CH3:27])[CH:16]([C:29]2[CH:43]=[CH:42][C:32]([C:33]([OH:35])=[O:34])=[CH:31][CH:30]=2)[CH2:15][CH2:14]3)[CH2:11][CH2:10]1)=[O:58])([OH:57])=[O:50]. The yield is 0.536. (3) The reactants are [Li+].CC([N-]C(C)C)C.[C:9]([O:14][CH2:15][CH3:16])(=[O:13])[CH:10]([CH3:12])[CH3:11].Br[CH2:18][CH2:19][CH2:20][CH2:21][CH2:22][CH2:23][CH2:24][Br:25]. The catalyst is C1COCC1. The product is [Br:25][CH2:24][CH2:23][CH2:22][CH2:21][CH2:20][CH2:19][CH2:18][C:10]([CH3:12])([CH3:11])[C:9]([O:14][CH2:15][CH3:16])=[O:13]. The yield is 0.450. (4) The reactants are [Cl:1][C:2]1[CH:3]=[C:4]2[O:8][C:7]([C:9]3[CH:14]=[CH:13][CH:12]=[CH:11][CH:10]=3)=[N:6][C:5]2=[C:15]([C:17]([OH:19])=O)[CH:16]=1.Cl.Cl.[NH2:22][CH:23]1[CH2:30][CH:29]2[N:31]([CH3:32])[CH:25]([CH2:26][CH2:27][CH2:28]2)[CH2:24]1.ON1C2C=CC=CC=2N=N1.C(N(C(C)C)CC)(C)C. The catalyst is CN(C=O)C. The product is [CH3:32][N:31]1[CH:25]2[CH2:26][CH2:27][CH2:28][CH:29]1[CH2:30][CH:23]([NH:22][C:17]([C:15]1[CH:16]=[C:2]([Cl:1])[CH:3]=[C:4]3[O:8][C:7]([C:9]4[CH:10]=[CH:11][CH:12]=[CH:13][CH:14]=4)=[N:6][C:5]=13)=[O:19])[CH2:24]2. The yield is 0.140. (5) The reactants are [NH2:1][C:2]1[C:11]2[C:6](=[C:7](Br)[CH:8]=[CH:9][CH:10]=2)[N:5]=[N:4][C:3]=1[C:13]([NH:15][CH:16]1[CH2:18][CH2:17]1)=[O:14].[CH3:19][O:20][C:21]1[N:26]=[C:25]([O:27][CH3:28])[C:24](B(O)O)=[CH:23][N:22]=1. No catalyst specified. The product is [NH2:1][C:2]1[C:11]2[C:6](=[C:7]([C:24]3[C:25]([O:27][CH3:28])=[N:26][C:21]([O:20][CH3:19])=[N:22][CH:23]=3)[CH:8]=[CH:9][CH:10]=2)[N:5]=[N:4][C:3]=1[C:13]([NH:15][CH:16]1[CH2:18][CH2:17]1)=[O:14]. The yield is 0.780. (6) The reactants are [C:1]([N:5]([CH3:32])[C:6]([C:8]1[N:9]=[C:10]([C:27]2[S:28][CH:29]=[CH:30][CH:31]=2)[N:11]2[C:20]3[C:15](=[CH:16][C:17]([O:25][CH3:26])=[C:18]([C:21]([NH:23][NH2:24])=[O:22])[CH:19]=3)[CH2:14][CH2:13][C:12]=12)=[O:7])([CH3:4])([CH3:3])[CH3:2].[C:33](=S)=[S:34]. The catalyst is CS(C)=O. The product is [C:1]([N:5]([CH3:32])[C:6]([C:8]1[N:9]=[C:10]([C:27]2[S:28][CH:29]=[CH:30][CH:31]=2)[N:11]2[C:20]3[C:15](=[CH:16][C:17]([O:25][CH3:26])=[C:18]([C:21]4[O:22][C:33](=[S:34])[NH:24][N:23]=4)[CH:19]=3)[CH2:14][CH2:13][C:12]=12)=[O:7])([CH3:3])([CH3:4])[CH3:2]. The yield is 0.460. (7) The reactants are [OH-].[Na+].Cl.Cl.[NH2:5][CH2:6][CH2:7][O:8][CH2:9][CH2:10][NH2:11].[CH3:12][C:13]([O:16][C:17](O[C:17]([O:16][C:13]([CH3:15])([CH3:14])[CH3:12])=[O:18])=[O:18])([CH3:15])[CH3:14]. The catalyst is CO.C1COCC1. The product is [NH2:5][CH2:6][CH2:7][O:8][CH2:9][CH2:10][NH:11][C:17](=[O:18])[O:16][C:13]([CH3:15])([CH3:14])[CH3:12]. The yield is 0.740. (8) The reactants are [N+:1]([C:4]1[C:5]([NH2:16])=[N:6][CH:7]=[CH:8][C:9]=1[C:10]1[CH:15]=[CH:14][CH:13]=[CH:12][N:11]=1)([O-])=O. The catalyst is CO.[Pd]. The product is [N:11]1[CH:12]=[CH:13][CH:14]=[CH:15][C:10]=1[C:9]1[CH:8]=[CH:7][N:6]=[C:5]([NH2:16])[C:4]=1[NH2:1]. The yield is 0.798. (9) The catalyst is C(O)C. The reactants are Br[CH2:2][C:3]1[C:4]([CH3:10])=[N:5][S:6][C:7]=1[C:8]#[N:9].NC(N)=S.C[S:16]([C:19]1[CH2:23][C:22]([CH3:25])([CH3:24])[O:21][N:20]=1)(=O)=O.C(=O)([O-])[O-].[K+].[K+]. The product is [CH3:24][C:22]1([CH3:25])[O:21][N:20]=[C:19]([S:16][CH2:2][C:3]2[C:4]([CH3:10])=[N:5][S:6][C:7]=2[C:8]#[N:9])[CH2:23]1. The yield is 0.620.